This data is from Catalyst prediction with 721,799 reactions and 888 catalyst types from USPTO. The task is: Predict which catalyst facilitates the given reaction. (1) Reactant: [NH2:1][C:2]1[C:7]([NH:8][C:9](=O)[CH2:10][CH2:11][C:12]2[CH:17]=[C:16]([CH3:18])[CH:15]=[C:14]([NH2:19])[N:13]=2)=[C:6](I)[CH:5]=[CH:4][N:3]=1.C(=O)(O)[O-].[Na+].[F:27][C:28]([F:39])([F:38])[C:29]1[CH:34]=[CH:33][C:32](B(O)O)=[CH:31][CH:30]=1. Product: [NH2:19][C:14]1[CH:15]=[C:16]([CH3:18])[CH:17]=[C:12]([CH2:11][CH2:10][C:9]2[NH:1][C:2]3=[N:3][CH:4]=[C:5]([C:32]4[CH:33]=[CH:34][C:29]([C:28]([F:39])([F:38])[F:27])=[CH:30][CH:31]=4)[CH:6]=[C:7]3[N:8]=2)[N:13]=1. The catalyst class is: 12. (2) Reactant: [NH2:1][CH:2]([C:6]1[N:7]([CH2:17][C:18]2[CH:23]=[CH:22][CH:21]=[C:20]([F:24])[CH:19]=2)[C:8](=[O:16])[C:9]2[C:14]([CH3:15])=[N:13][O:12][C:10]=2[N:11]=1)[CH:3]([CH3:5])[CH3:4].[C:25]([O:29][C:30](=[O:36])[NH:31][CH2:32][CH2:33][CH:34]=O)([CH3:28])([CH3:27])[CH3:26].C(O[BH-](OC(=O)C)OC(=O)C)(=O)C.[Na+]. Product: [C:25]([O:29][C:30](=[O:36])[NH:31][CH2:32][CH2:33][CH2:34][NH:1][CH:2]([C:6]1[N:7]([CH2:17][C:18]2[CH:23]=[CH:22][CH:21]=[C:20]([F:24])[CH:19]=2)[C:8](=[O:16])[C:9]2[C:14]([CH3:15])=[N:13][O:12][C:10]=2[N:11]=1)[CH:3]([CH3:5])[CH3:4])([CH3:28])([CH3:27])[CH3:26]. The catalyst class is: 322. (3) Reactant: [CH2:1]([C:3]1[CH:4]=[CH:5][C:6]2[CH2:7][C@H:8]3[NH:19][CH2:18][CH2:17][C@@:14]4([C:15]=2[CH:16]=1)[C@H:9]3[CH2:10][CH2:11][CH2:12][CH2:13]4)[CH3:2].Cl.C(=O)([O-])[O-].[K+].[K+].[CH2:27](Br)[CH:28]=[CH2:29]. Product: [CH2:1]([C:3]1[CH:4]=[CH:5][C:6]2[CH2:7][C@H:8]3[N:19]([CH2:29][CH:28]=[CH2:27])[CH2:18][CH2:17][C@@:14]4([C:15]=2[CH:16]=1)[C@H:9]3[CH2:10][CH2:11][CH2:12][CH2:13]4)[CH3:2]. The catalyst class is: 3. (4) Reactant: [CH2:1]([O:3][C:4]1[CH:5]=[C:6]2[C:11](=[CH:12][CH:13]=1)[CH2:10][NH:9][CH2:8][CH2:7]2)[CH3:2].C(N(CC)CC)C.[F:21][C:22]([F:33])([F:32])[C:23](O[C:23](=[O:24])[C:22]([F:33])([F:32])[F:21])=[O:24]. Product: [CH2:1]([O:3][C:4]1[CH:5]=[C:6]2[C:11](=[CH:12][CH:13]=1)[CH2:10][N:9]([C:23](=[O:24])[C:22]([F:33])([F:32])[F:21])[CH2:8][CH2:7]2)[CH3:2]. The catalyst class is: 4. (5) Reactant: [CH3:1][C:2]1[C:7]([N+:8]([O-:10])=[O:9])=[CH:6][N:5]=[C:4]([C:11]([O:13][CH3:14])=[O:12])[CH:3]=1.CO[CH:17](OC)[N:18]([CH3:20])[CH3:19]. Product: [CH3:17][N:18]([CH3:20])/[CH:19]=[CH:1]/[C:2]1[C:7]([N+:8]([O-:10])=[O:9])=[CH:6][N:5]=[C:4]([C:11]([O:13][CH3:14])=[O:12])[CH:3]=1. The catalyst class is: 444. (6) The catalyst class is: 36. Product: [C:1]([O:5][C@@H:6]([C:12]1[C:13]([CH3:34])=[N:14][C:15]([CH3:33])=[C:16]([C:26]2[CH:27]=[CH:28][C:29]([O:44][CH2:43][CH2:42][C:39]3[CH:40]=[CH:41][C:36]([Cl:35])=[C:37]([F:45])[CH:38]=3)=[CH:30][CH:31]=2)[C:17]=1[N:18]1[CH2:19][CH2:20][C:21]([CH3:25])([CH3:24])[CH2:22][CH2:23]1)[C:7]([OH:9])=[O:8])([CH3:4])([CH3:2])[CH3:3]. Reactant: [C:1]([O:5][C@@H:6]([C:12]1[C:13]([CH3:34])=[N:14][C:15]([CH3:33])=[C:16]([C:26]2[CH:31]=[CH:30][C:29](O)=[CH:28][CH:27]=2)[C:17]=1[N:18]1[CH2:23][CH2:22][C:21]([CH3:25])([CH3:24])[CH2:20][CH2:19]1)[C:7]([O:9]CC)=[O:8])([CH3:4])([CH3:3])[CH3:2].[Cl:35][C:36]1[CH:41]=[CH:40][C:39]([CH2:42][CH2:43][OH:44])=[CH:38][C:37]=1[F:45].C1C=CC(P(C2C=CC=CC=2)C2C=CC=CC=2)=CC=1.CCOC(/N=N/C(OCC)=O)=O.[OH-].[Na+]. (7) Reactant: [CH3:1][CH:2]1[S:6][C:5]([NH:7][C@H:8]([C:10]2[CH:15]=[CH:14][CH:13]=[CH:12][C:11]=2[C:16]([F:19])([F:18])[F:17])[CH3:9])=[N:4][C:3]1=[O:20].Br[C:22]1[CH:29]=[CH:28][C:25]([C:26]#[N:27])=[CH:24][CH:23]=1.[Li]N([Si](C)(C)C)[Si](C)(C)C. Product: [CH3:1][C:2]1([C:22]2[CH:29]=[CH:28][C:25]([C:26]#[N:27])=[CH:24][CH:23]=2)[S:6][C:5]([NH:7][C@H:8]([C:10]2[CH:15]=[CH:14][CH:13]=[CH:12][C:11]=2[C:16]([F:18])([F:17])[F:19])[CH3:9])=[N:4][C:3]1=[O:20]. The catalyst class is: 187. (8) Reactant: [F:1][C:2]1[CH:7]=[CH:6][CH:5]=[C:4]([F:8])[C:3]=1[C:9]1[N:13]([CH3:14])[N:12]=[C:11]([O:15][CH3:16])[CH:10]=1.P(Cl)(Cl)(Cl)=O.CN(C)[CH:24]=[O:25]. Product: [F:1][C:2]1[CH:7]=[CH:6][CH:5]=[C:4]([F:8])[C:3]=1[C:9]1[N:13]([CH3:14])[N:12]=[C:11]([O:15][CH3:16])[C:10]=1[CH:24]=[O:25]. The catalyst class is: 611.